This data is from Forward reaction prediction with 1.9M reactions from USPTO patents (1976-2016). The task is: Predict the product of the given reaction. (1) Given the reactants Cl[CH2:2][CH2:3][CH2:4][NH:5][C:6]([NH:8][C:9]1[CH:17]=[CH:16][CH:15]=[C:14]2[C:10]=1[CH:11]=[N:12][N:13]2[C:18]1[CH:23]=[CH:22][CH:21]=[CH:20][C:19]=1[F:24])=[O:7].[H-].[Na+], predict the reaction product. The product is: [F:24][C:19]1[CH:20]=[CH:21][CH:22]=[CH:23][C:18]=1[N:13]1[C:14]2[C:10](=[C:9]([N:8]3[CH2:2][CH2:3][CH2:4][NH:5][C:6]3=[O:7])[CH:17]=[CH:16][CH:15]=2)[CH:11]=[N:12]1. (2) Given the reactants C([O:3][C:4](=[O:31])[CH:5]([O:28][CH2:29][CH3:30])[CH2:6][C:7]1[CH:12]=[CH:11][C:10]([O:13][CH2:14][C:15]2[N:16]=[C:17]([C:20]3[CH:25]=[CH:24][CH:23]=[CH:22][C:21]=3[Cl:26])[O:18][CH:19]=2)=[CH:9][C:8]=1[CH3:27])C.[Li+].[OH-], predict the reaction product. The product is: [Cl:26][C:21]1[CH:22]=[CH:23][CH:24]=[CH:25][C:20]=1[C:17]1[O:18][CH:19]=[C:15]([CH2:14][O:13][C:10]2[CH:11]=[CH:12][C:7]([CH2:6][CH:5]([O:28][CH2:29][CH3:30])[C:4]([OH:31])=[O:3])=[C:8]([CH3:27])[CH:9]=2)[N:16]=1. (3) Given the reactants C([O-])([O-])=O.[Na+].[Na+].[CH:7]1([C:13]2[C:21]3[C:16](=[CH:17][C:18]([C:22]([O:24][CH3:25])=[O:23])=[CH:19][CH:20]=3)[NH:15][C:14]=2B2OC(C)(C)C(C)(C)O2)[CH2:12][CH2:11][CH2:10][CH2:9][CH2:8]1.Br[C:36]1[CH:41]=[CH:40][CH:39]=[CH:38][C:37]=1[C:42](=[O:44])[CH3:43].[Li+].[Cl-], predict the reaction product. The product is: [C:42]([C:37]1[CH:38]=[CH:39][CH:40]=[CH:41][C:36]=1[C:14]1[NH:15][C:16]2[C:21]([C:13]=1[CH:7]1[CH2:8][CH2:9][CH2:10][CH2:11][CH2:12]1)=[CH:20][CH:19]=[C:18]([C:22]([O:24][CH3:25])=[O:23])[CH:17]=2)(=[O:44])[CH3:43].